Predict the product of the given reaction. From a dataset of Forward reaction prediction with 1.9M reactions from USPTO patents (1976-2016). (1) Given the reactants [CH:1]1([S:4]([C:7]2[CH:22]=[CH:21][C:20]([N+:23]([O-])=O)=[CH:19][C:8]=2[CH2:9][N:10]([CH3:18])[C:11](=[O:17])[O:12][C:13]([CH3:16])([CH3:15])[CH3:14])(=[O:6])=[O:5])[CH2:3][CH2:2]1, predict the reaction product. The product is: [NH2:23][C:20]1[CH:21]=[CH:22][C:7]([S:4]([CH:1]2[CH2:2][CH2:3]2)(=[O:6])=[O:5])=[C:8]([CH:19]=1)[CH2:9][N:10]([CH3:18])[C:11](=[O:17])[O:12][C:13]([CH3:16])([CH3:14])[CH3:15]. (2) Given the reactants C1(N=C=NC2CCCCC2)CCCCC1.OC1C2N=NNC=2C=CC=1.C(N(CC)CC)C.[CH2:33]([O:53][CH:54]([CH2:58][CH3:59])[C:55]([OH:57])=O)[CH2:34][CH2:35][CH2:36]/[CH:37]=[CH:38]\[CH2:39]/[CH:40]=[CH:41]\[CH2:42]/[CH:43]=[CH:44]\[CH2:45]/[CH:46]=[CH:47]\[CH2:48]/[CH:49]=[CH:50]\[CH2:51][CH3:52].Cl.[CH2:61]([O:63][C:64](=[O:71])[C@H:65]([CH2:67][CH:68]([CH3:70])[CH3:69])[NH2:66])[CH3:62], predict the reaction product. The product is: [CH2:33]([O:53][CH:54]([CH2:58][CH3:59])[C:55]([NH:66][C@@H:65]([CH2:67][CH:68]([CH3:69])[CH3:70])[C:64]([O:63][CH2:61][CH3:62])=[O:71])=[O:57])[CH2:34][CH2:35][CH2:36]/[CH:37]=[CH:38]\[CH2:39]/[CH:40]=[CH:41]\[CH2:42]/[CH:43]=[CH:44]\[CH2:45]/[CH:46]=[CH:47]\[CH2:48]/[CH:49]=[CH:50]\[CH2:51][CH3:52]. (3) Given the reactants O[CH2:2][CH2:3][C:4]1[NH:5][C:6]([C:10]2[CH:11]=[C:12]([CH:29]=[CH:30][C:31]=2[CH3:32])[C:13]([N:15]2[CH2:20][CH2:19][CH:18]([C:21]3[CH:28]=[CH:27][C:24]([C:25]#[N:26])=[CH:23][CH:22]=3)[CH2:17][CH2:16]2)=[O:14])=[C:7]([CH3:9])[N:8]=1.S(Cl)([Cl:35])=O, predict the reaction product. The product is: [Cl:35][CH2:2][CH2:3][C:4]1[NH:5][C:6]([C:10]2[CH:11]=[C:12]([CH:29]=[CH:30][C:31]=2[CH3:32])[C:13]([N:15]2[CH2:20][CH2:19][CH:18]([C:21]3[CH:28]=[CH:27][C:24]([C:25]#[N:26])=[CH:23][CH:22]=3)[CH2:17][CH2:16]2)=[O:14])=[C:7]([CH3:9])[N:8]=1. (4) Given the reactants [Cl:1][C:2]1[CH:7]=[C:6]([N+:8]([O-:10])=[O:9])[CH:5]=[CH:4][C:3]=1F.[Cl:12][C:13]1[CH:14]=[C:15]([OH:19])[CH:16]=[CH:17][CH:18]=1.C([O-])([O-])=O.[Cs+].[Cs+], predict the reaction product. The product is: [Cl:1][C:2]1[CH:7]=[C:6]([N+:8]([O-:10])=[O:9])[CH:5]=[CH:4][C:3]=1[O:19][C:15]1[CH:16]=[CH:17][CH:18]=[C:13]([Cl:12])[CH:14]=1. (5) Given the reactants [Cl:1][C:2]1[CH:7]=[CH:6][C:5]([C:8]2[CH:13]=[CH:12][N:11]([C:14]3[CH:22]=[C:21]4[C:17]([C:18]5[CH2:27][CH2:26][NH:25][CH2:24][C:19]=5[N:20]4[CH3:23])=[CH:16][CH:15]=3)[C:10](=[O:28])[CH:9]=2)=[C:4]([O:29][CH3:30])[CH:3]=1.C=O.[C:33](O[BH-](OC(=O)C)OC(=O)C)(=O)C.[Na+].C([O-])(O)=O.[Na+], predict the reaction product. The product is: [Cl:1][C:2]1[CH:7]=[CH:6][C:5]([C:8]2[CH:13]=[CH:12][N:11]([C:14]3[CH:22]=[C:21]4[C:17]([C:18]5[CH2:27][CH2:26][N:25]([CH3:33])[CH2:24][C:19]=5[N:20]4[CH3:23])=[CH:16][CH:15]=3)[C:10](=[O:28])[CH:9]=2)=[C:4]([O:29][CH3:30])[CH:3]=1.